Dataset: Full USPTO retrosynthesis dataset with 1.9M reactions from patents (1976-2016). Task: Predict the reactants needed to synthesize the given product. (1) Given the product [CH3:1][Si:2]([CH3:13])([CH3:12])[C:3]1[CH:4]=[C:5]2[CH:11]=[CH:10][NH:9][C:6]2=[N:7][CH:8]=1, predict the reactants needed to synthesize it. The reactants are: [CH3:1][Si:2]([CH3:13])([CH3:12])[C:3]1[CH:4]=[C:5]2[CH2:11][CH2:10][NH:9][C:6]2=[N:7][CH:8]=1. (2) Given the product [ClH:1].[ClH:1].[NH2:3][C:4]1[CH:9]=[C:8]([CH:7]=[C:6]([NH:12][C:13]2[N:22]=[C:21]([N:23]3[CH2:27][CH2:26][C@H:25]([NH2:28])[CH2:24]3)[C:20]3[C:15](=[CH:16][CH:17]=[CH:18][CH:19]=3)[N:14]=2)[CH:5]=1)[C:10]#[N:11], predict the reactants needed to synthesize it. The reactants are: [ClH:1].Cl.[NH2:3][C:4]1[CH:5]=[C:6]([NH:12][C:13]2[N:22]=[C:21]([N:23]3[CH2:27][CH2:26][C@H:25]([NH:28]C(=O)OC(C)(C)C)[CH2:24]3)[C:20]3[C:15](=[CH:16][CH:17]=[CH:18][CH:19]=3)[N:14]=2)[CH:7]=[C:8]([C:10]#[N:11])[CH:9]=1. (3) Given the product [CH3:20][O:19][C:17]([N:2]([CH3:1])[CH2:3][CH2:4][CH2:5][CH2:6][C:7]([OH:9])=[O:8])=[O:18], predict the reactants needed to synthesize it. The reactants are: [CH3:1][NH:2][CH2:3][CH2:4][CH2:5][CH2:6][C:7]([OH:9])=[O:8].C(=O)([O-])[O-].[K+].[K+].Cl[C:17]([O:19][CH3:20])=[O:18].Cl.